Dataset: Reaction yield outcomes from USPTO patents with 853,638 reactions. Task: Predict the reaction yield, written as a fraction of the theoretical maximum amount of product (1.0 means a 100% yield; for example, 0.34 means a 34% yield). (1) The reactants are [NH2:1][C:2]1[CH:10]=[CH:9][C:8]([Cl:11])=[CH:7][C:3]=1[C:4]([OH:6])=O.N1[CH:16]=[CH:15]N=C1.C(Cl)(=O)C.Cl.[NH2:22][CH:23]1[CH2:28][CH2:27][C:26](=[O:29])[NH:25][C:24]1=[O:30].P(OC1C=CC=CC=1)(OC1C=CC=CC=1)OC1C=CC=CC=1. The catalyst is C(#N)C.O. The product is [Cl:11][C:8]1[CH:7]=[C:3]2[C:2](=[CH:10][CH:9]=1)[N:1]=[C:15]([CH3:16])[N:22]([CH:23]1[CH2:28][CH2:27][C:26](=[O:29])[NH:25][C:24]1=[O:30])[C:4]2=[O:6]. The yield is 0.800. (2) The reactants are Br[C:2]1[CH:23]=[CH:22][C:5]([C:6]([NH:8][S:9]([C:12]2[CH:17]=[CH:16][CH:15]=[CH:14][C:13]=2[S:18](=[O:21])(=[O:20])[NH2:19])(=[O:11])=[O:10])=[O:7])=[CH:4][C:3]=1[O:24][CH2:25][CH2:26][C:27]([O:30][CH3:31])([CH3:29])[CH3:28].[O:32]1[C:36]2[CH:37]=[CH:38][CH:39]=[CH:40][C:35]=2[CH:34]=[C:33]1B(O)O.C(=O)([O-])[O-].[Na+].[Na+]. The catalyst is CN(C)C=O.C1C=CC(P(C2C=CC=CC=2)[C-]2C=CC=C2)=CC=1.C1C=CC(P(C2C=CC=CC=2)[C-]2C=CC=C2)=CC=1.Cl[Pd]Cl.[Fe+2]. The product is [O:32]1[C:36]2[CH:37]=[CH:38][CH:39]=[CH:40][C:35]=2[CH:34]=[C:33]1[C:2]1[CH:23]=[CH:22][C:5]([C:6]([NH:8][S:9]([C:12]2[CH:17]=[CH:16][CH:15]=[CH:14][C:13]=2[S:18](=[O:20])(=[O:21])[NH2:19])(=[O:10])=[O:11])=[O:7])=[CH:4][C:3]=1[O:24][CH2:25][CH2:26][C:27]([O:30][CH3:31])([CH3:29])[CH3:28]. The yield is 0.680. (3) The reactants are Cl[C:2]1[CH:7]=[C:6]([C:8]2[CH:13]=[CH:12][CH:11]=[C:10]([Cl:14])[CH:9]=2)[N:5]=[C:4]2[CH2:15][CH2:16][CH2:17][C:3]=12.[NH2:18][C:19](=[O:35])[CH:20]([CH2:27][C:28]1[CH:33]=[CH:32][C:31]([NH2:34])=[CH:30][CH:29]=1)[C:21]([O:23][CH:24]([CH3:26])[CH3:25])=[O:22]. No catalyst specified. The product is [NH2:18][C:19](=[O:35])[CH:20]([CH2:27][C:28]1[CH:33]=[CH:32][C:31]([NH:34][C:2]2[CH:7]=[C:6]([C:8]3[CH:13]=[CH:12][CH:11]=[C:10]([Cl:14])[CH:9]=3)[N:5]=[C:4]3[CH2:15][CH2:16][CH2:17][C:3]=23)=[CH:30][CH:29]=1)[C:21]([O:23][CH:24]([CH3:25])[CH3:26])=[O:22]. The yield is 0.470.